Predict the reactants needed to synthesize the given product. From a dataset of Full USPTO retrosynthesis dataset with 1.9M reactions from patents (1976-2016). (1) Given the product [OH:4][CH2:3][C:5]1([NH:8][C:9](=[O:25])[O:10][CH2:11][CH:12]2[C:24]3[CH:23]=[CH:22][CH:21]=[CH:20][C:19]=3[C:18]3[C:13]2=[CH:14][CH:15]=[CH:16][CH:17]=3)[CH2:7][CH2:6][CH2:37][CH2:33][CH2:34]1, predict the reactants needed to synthesize it. The reactants are: CO[C:3]([C:5]1([NH:8][C:9](=[O:25])[O:10][CH2:11][CH:12]2[C:24]3[CH:23]=[CH:22][CH:21]=[CH:20][C:19]=3[C:18]3[C:13]2=[CH:14][CH:15]=[CH:16][CH:17]=3)[CH2:7][CH2:6]1)=[O:4].[H-].[H-].[H-].[H-].[Li+].[Al+3].O.[CH2:33]1[CH2:37]OC[CH2:34]1. (2) Given the product [NH2:12][C:4]1[CH:5]=[C:6]2[C:10](=[C:2]([F:1])[CH:3]=1)[NH:9][C:8](=[O:11])[CH2:7]2, predict the reactants needed to synthesize it. The reactants are: [F:1][C:2]1[CH:3]=[C:4]([N+:12]([O-])=O)[CH:5]=[C:6]2[C:10]=1[NH:9][C:8](=[O:11])[CH2:7]2.CCO.